Dataset: Catalyst prediction with 721,799 reactions and 888 catalyst types from USPTO. Task: Predict which catalyst facilitates the given reaction. (1) Reactant: Cl[C:2]1[C:7]([N+:8]([O-:10])=[O:9])=[CH:6][N:5]=[C:4]2[CH2:11][CH2:12][CH2:13][C:3]=12.[C:14]([O:18][C:19](=[O:31])[NH:20][C@H:21]1[CH2:26][C@@H:25]([C:27]([F:30])([F:29])[F:28])[CH2:24][NH:23][CH2:22]1)([CH3:17])([CH3:16])[CH3:15].CCN(C(C)C)C(C)C. Product: [C:14]([O:18][C:19](=[O:31])[NH:20][CH:21]1[CH2:26][CH:25]([C:27]([F:28])([F:29])[F:30])[CH2:24][N:23]([C:2]2[C:7]([N+:8]([O-:10])=[O:9])=[CH:6][N:5]=[C:4]3[CH2:11][CH2:12][CH2:13][C:3]=23)[CH2:22]1)([CH3:17])([CH3:15])[CH3:16]. The catalyst class is: 32. (2) Reactant: [NH2:1][C:2]1[N:7]=[CH:6][C:5](/[CH:8]=[CH:9]/[C:10]([N:12]([CH2:14][C:15]2[S:19][C:18]3[C:20]([F:24])=[CH:21][CH:22]=[CH:23][C:17]=3[C:16]=2[Cl:25])[CH3:13])=[O:11])=[CH:4][CH:3]=1.Cl. Product: [ClH:25].[NH2:1][C:2]1[N:7]=[CH:6][C:5](/[CH:8]=[CH:9]/[C:10]([N:12]([CH2:14][C:15]2[S:19][C:18]3[C:20]([F:24])=[CH:21][CH:22]=[CH:23][C:17]=3[C:16]=2[Cl:25])[CH3:13])=[O:11])=[CH:4][CH:3]=1. The catalyst class is: 158. (3) The catalyst class is: 44. Reactant: C(O[C:4]([C:6]1[C:15](=[O:16])[C:14]2[C:9](=[CH:10][CH:11]=[C:12]([O:17][CH2:18][CH3:19])[N:13]=2)[NH:8][CH:7]=1)=[O:5])C.[CH2:20]([NH2:27])[C:21]1[CH:26]=[CH:25][CH:24]=[CH:23][CH:22]=1.O. Product: [CH2:20]([NH:27][C:4]([C:6]1[C:15](=[O:16])[C:14]2[C:9](=[CH:10][CH:11]=[C:12]([O:17][CH2:18][CH3:19])[N:13]=2)[NH:8][CH:7]=1)=[O:5])[C:21]1[CH:26]=[CH:25][CH:24]=[CH:23][CH:22]=1. (4) Reactant: [Cl:1][C:2]1[CH:7]=[CH:6][C:5]([NH:8][C:9](=[O:26])[C:10]2[CH:15]=[CH:14][C:13]([CH2:16][NH:17][C:18](=[O:23])[C:19]#[C:20][CH2:21][OH:22])=[C:12]([F:24])[C:11]=2[F:25])=[C:4]([N:27]2[CH2:32][CH2:31][N:30]([CH2:33][CH2:34][C:35]([F:38])([F:37])[F:36])[CH2:29][CH2:28]2)[CH:3]=1.[N-:39]=[N+:40]=[N-:41].[Na+]. Product: [Cl:1][C:2]1[CH:7]=[CH:6][C:5]([NH:8][C:9]([C:10]2[CH:15]=[CH:14][C:13]([CH2:16][NH:17][C:18]([C:19]3[N:39]=[N:40][NH:41][C:20]=3[CH2:21][OH:22])=[O:23])=[C:12]([F:24])[C:11]=2[F:25])=[O:26])=[C:4]([N:27]2[CH2:32][CH2:31][N:30]([CH2:33][CH2:34][C:35]([F:38])([F:36])[F:37])[CH2:29][CH2:28]2)[CH:3]=1. The catalyst class is: 16. (5) Reactant: [Br:1]N1C(=O)CCC1=O.[Cl:9][C:10]1[C:11]2[N:12]([CH:17]=[CH:18][N:19]=2)[C:13]([CH3:16])=[CH:14][N:15]=1. Product: [Br:1][C:17]1[N:12]2[C:13]([CH3:16])=[CH:14][N:15]=[C:10]([Cl:9])[C:11]2=[N:19][CH:18]=1. The catalyst class is: 2.